This data is from Full USPTO retrosynthesis dataset with 1.9M reactions from patents (1976-2016). The task is: Predict the reactants needed to synthesize the given product. (1) Given the product [CH:18]([C:15]1[CH:16]=[CH:17][C:10]([O:4][CH2:3][C:2]([F:6])([F:5])[F:1])=[C:11]([CH:14]=1)[C:12]#[N:13])=[O:19], predict the reactants needed to synthesize it. The reactants are: [F:1][C:2]([F:6])([F:5])[CH2:3][OH:4].[H-].[Na+].F[C:10]1[CH:17]=[CH:16][C:15]([CH:18]=[O:19])=[CH:14][C:11]=1[C:12]#[N:13]. (2) Given the product [Cl:12][C:11]1[CH:10]=[C:9]2[C:4]([CH:5]([CH3:30])[CH2:6][CH2:7][N:8]2[C:13]2[C:17]3[CH2:18][N:19]([C:22](=[O:24])[CH3:23])[CH2:20][CH2:21][C:16]=3[N:15]([C@H:25]3[CH2:29][CH2:28][O:27][CH2:26]3)[N:14]=2)=[CH:3][C:2]=1[C:35]1[CH:34]=[N:33][N:32]([CH3:31])[CH:36]=1, predict the reactants needed to synthesize it. The reactants are: Br[C:2]1[CH:3]=[C:4]2[C:9](=[CH:10][C:11]=1[Cl:12])[N:8]([C:13]1[C:17]3[CH2:18][N:19]([C:22](=[O:24])[CH3:23])[CH2:20][CH2:21][C:16]=3[N:15]([C@H:25]3[CH2:29][CH2:28][O:27][CH2:26]3)[N:14]=1)[CH2:7][CH2:6][CH:5]2[CH3:30].[CH3:31][N:32]1[CH:36]=[C:35](B2OC(C)(C)C(C)(C)O2)[CH:34]=[N:33]1.C(=O)([O-])[O-].[K+].[K+]. (3) Given the product [C:1]([O:5][C@@H:6]([C:9]1[C:10]([C:22]2[CH:27]=[CH:26][C:25]([Cl:28])=[CH:24][CH:23]=2)=[C:11]2[C:16](=[CH:17][C:18]=1[CH3:19])[N:15]1[CH:29]=[N:21][N:20]=[C:14]1[CH:13]=[CH:12]2)[CH2:7][OH:8])([CH3:4])([CH3:2])[CH3:3], predict the reactants needed to synthesize it. The reactants are: [C:1]([O:5][C@@H:6]([C:9]1[C:10]([C:22]2[CH:27]=[CH:26][C:25]([Cl:28])=[CH:24][CH:23]=2)=[C:11]2[C:16](=[CH:17][C:18]=1[CH3:19])[N:15]=[C:14]([NH:20][NH2:21])[CH:13]=[CH:12]2)[CH2:7][OH:8])([CH3:4])([CH3:3])[CH3:2].[CH:29](OCC)(OCC)OCC.